Dataset: Reaction yield outcomes from USPTO patents with 853,638 reactions. Task: Predict the reaction yield, written as a fraction of the theoretical maximum amount of product (1.0 means a 100% yield; for example, 0.34 means a 34% yield). (1) The reactants are [NH3:1].[CH2:2]([O:9][C:10]1[CH:11]=[C:12]([C:16]2[N:17]=[C:18]([C:26]3[CH:27]=[C:28]([CH2:32][OH:33])[CH:29]=[CH:30][CH:31]=3)[N:19]3[CH:24]=[CH:23][N:22]=[C:21](Cl)[C:20]=23)[CH:13]=[CH:14][CH:15]=1)[C:3]1[CH:8]=[CH:7][CH:6]=[CH:5][CH:4]=1. The catalyst is N.CC(O)C. The product is [NH2:1][C:21]1[C:20]2[N:19]([C:18]([C:26]3[CH:27]=[C:28]([CH2:32][OH:33])[CH:29]=[CH:30][CH:31]=3)=[N:17][C:16]=2[C:12]2[CH:13]=[CH:14][CH:15]=[C:10]([O:9][CH2:2][C:3]3[CH:8]=[CH:7][CH:6]=[CH:5][CH:4]=3)[CH:11]=2)[CH:24]=[CH:23][N:22]=1. The yield is 0.890. (2) The reactants are [CH:1]([O:4][C:5](=[O:24])[C:6]1[CH:11]=[CH:10][C:9]([C:12]#[C:13][Si](C)(C)C)=[CH:8][C:7]=1[CH2:18][N:19]([CH:21]1[CH2:23][CH2:22]1)[CH3:20])([CH3:3])[CH3:2].C(=O)([O-])[O-].[K+].[K+]. The catalyst is CO. The product is [CH:1]([O:4][C:5](=[O:24])[C:6]1[CH:11]=[CH:10][C:9]([C:12]#[CH:13])=[CH:8][C:7]=1[CH2:18][N:19]([CH:21]1[CH2:23][CH2:22]1)[CH3:20])([CH3:3])[CH3:2]. The yield is 0.780. (3) The product is [CH3:1][O:2][CH2:3][C@@H:4]([O:6][C:7]1[CH:8]=[C:9]([CH:14]=[C:15]([O:17][CH2:18][C:19]2[CH:20]=[CH:21][CH:22]=[CH:23][CH:24]=2)[CH:16]=1)[C:10]([OH:12])=[O:11])[CH3:5]. The catalyst is C1COCC1.CO.O. The yield is 0.990. The reactants are [CH3:1][O:2][CH2:3][C@@H:4]([O:6][C:7]1[CH:8]=[C:9]([CH:14]=[C:15]([O:17][CH2:18][C:19]2[CH:24]=[CH:23][CH:22]=[CH:21][CH:20]=2)[CH:16]=1)[C:10]([O:12]C)=[O:11])[CH3:5].[OH-].[Na+]. (4) The reactants are C(OC(=O)[NH:7][C@H:8]([CH2:25][CH:26]1[CH2:31][CH2:30][CH2:29][CH2:28][CH2:27]1)[C:9]([N:11]1[CH2:16][CH2:15][N:14]([C:17]2[CH:22]=[CH:21][CH:20]=[CH:19][C:18]=2[O:23][CH3:24])[CH2:13][CH2:12]1)=[O:10])(C)(C)C. The catalyst is Cl. The product is [NH2:7][C@H:8]([CH2:25][CH:26]1[CH2:31][CH2:30][CH2:29][CH2:28][CH2:27]1)[C:9]([N:11]1[CH2:12][CH2:13][N:14]([C:17]2[CH:22]=[CH:21][CH:20]=[CH:19][C:18]=2[O:23][CH3:24])[CH2:15][CH2:16]1)=[O:10]. The yield is 0.980. (5) The reactants are Br[CH2:2][CH2:3][CH2:4][CH2:5][C:6]1[CH:11]=[CH:10][C:9]([O:12][CH3:13])=[CH:8][CH:7]=1.[I-:14].[Na+]. The catalyst is CC(C)=O. The product is [I:14][CH2:2][CH2:3][CH2:4][CH2:5][C:6]1[CH:11]=[CH:10][C:9]([O:12][CH3:13])=[CH:8][CH:7]=1. The yield is 0.970. (6) The reactants are [CH2:1]([O:3][C:4](=[O:21])[CH2:5][CH:6]1[CH2:11][CH2:10][N:9]([C:12]2[C:17]([NH2:18])=[CH:16][C:15]([C:19]#[N:20])=[CH:14][N:13]=2)[CH2:8][CH2:7]1)[CH3:2].[Cl:22][C:23]1[CH:24]=[C:25]([CH:29]=[CH:30][CH:31]=1)[C:26](Cl)=[O:27]. The catalyst is C(#N)C. The product is [CH2:1]([O:3][C:4](=[O:21])[CH2:5][CH:6]1[CH2:7][CH2:8][N:9]([C:12]2[C:17]([NH:18][C:26](=[O:27])[C:25]3[CH:29]=[CH:30][CH:31]=[C:23]([Cl:22])[CH:24]=3)=[CH:16][C:15]([C:19]#[N:20])=[CH:14][N:13]=2)[CH2:10][CH2:11]1)[CH3:2]. The yield is 0.730. (7) The reactants are [CH:1]([C:4]1[CH:11]=[CH:10][C:7]([CH:8]=O)=[CH:6][CH:5]=1)([CH3:3])[CH3:2].[NH2:12][C:13]1[S:14][C:15]([S:18]([C:21]2[CH:26]=[CH:25][C:24]([N+:27]([O-:29])=[O:28])=[CH:23][CH:22]=2)(=[O:20])=[O:19])=[CH:16][N:17]=1.C([O:32][C:33](=O)[C:34]([OH:49])=[CH:35][C:36](=[O:48])[C:37]1[CH:42]=[CH:41][C:40]([O:43][C:44]([F:47])([F:46])[F:45])=[CH:39][CH:38]=1)C. No catalyst specified. The product is [OH:49][C:34]1[C:33](=[O:32])[N:12]([C:13]2[S:14][C:15]([S:18]([C:21]3[CH:22]=[CH:23][C:24]([N+:27]([O-:29])=[O:28])=[CH:25][CH:26]=3)(=[O:19])=[O:20])=[CH:16][N:17]=2)[CH:8]([C:7]2[CH:10]=[CH:11][C:4]([CH:1]([CH3:3])[CH3:2])=[CH:5][CH:6]=2)[C:35]=1[C:36](=[O:48])[C:37]1[CH:38]=[CH:39][C:40]([O:43][C:44]([F:46])([F:47])[F:45])=[CH:41][CH:42]=1. The yield is 0.0700.